This data is from Forward reaction prediction with 1.9M reactions from USPTO patents (1976-2016). The task is: Predict the product of the given reaction. (1) The product is: [C:4]([C:5]1[CH:6]=[C:7]([NH:17][C:18](=[O:23])[C:19]([F:20])([F:22])[F:21])[CH:8]=[C:9]([S:11]([F:15])([F:13])([F:14])([F:12])[F:16])[CH:10]=1)(=[O:24])[CH3:26]. Given the reactants CON(C)[C:4](=[O:24])[C:5]1[CH:10]=[C:9]([S:11]([F:16])([F:15])([F:14])([F:13])[F:12])[CH:8]=[C:7]([NH:17][C:18](=[O:23])[C:19]([F:22])([F:21])[F:20])[CH:6]=1.[CH3:26][Si](C)(C)N[Si](C)(C)C.[Li].C[Mg]Br.Cl, predict the reaction product. (2) The product is: [CH3:15][N:10]1[CH2:9][CH2:8][CH:7]([C:1]2[CH:6]=[CH:5][CH:4]=[CH:3][CH:2]=2)[CH2:12][CH2:11]1. Given the reactants [C:1]1([CH:7]2[CH2:12][CH2:11][NH:10][CH2:9][CH2:8]2)[CH:6]=[CH:5][CH:4]=[CH:3][CH:2]=1.C=O.[C:15](O[BH-](OC(=O)C)OC(=O)C)(=O)C.[Na+], predict the reaction product. (3) Given the reactants [Cl:1][C:2]1[CH:6]=[N:5][N:4]([CH3:7])[C:3]=1[C:8]([OH:10])=O.S(Cl)(Cl)=O.[NH2:15][C:16]1[CH:17]=[C:18]([CH:31]=[CH:32][CH:33]=1)[C:19]([C:21]1[CH:29]=[C:28]2[C:24]([CH2:25][C:26](=[O:30])[NH:27]2)=[CH:23][CH:22]=1)=[O:20], predict the reaction product. The product is: [O:30]=[C:26]1[CH2:25][C:24]2[C:28](=[CH:29][C:21]([C:19]([C:18]3[CH:17]=[C:16]([NH:15][C:8]([C:3]4[N:4]([CH3:7])[N:5]=[CH:6][C:2]=4[Cl:1])=[O:10])[CH:33]=[CH:32][CH:31]=3)=[O:20])=[CH:22][CH:23]=2)[NH:27]1. (4) Given the reactants [Cl:1][C:2]1[C:7]([C:8]2[CH:13]=[CH:12][CH:11]=[C:10]([CH2:14][CH3:15])[CH:9]=2)=[C:6]([C@H:16]([OH:30])[C@@H:17]2[O:22][CH2:21][CH2:20][N:19]([C:23]([O:25][C:26]([CH3:29])([CH3:28])[CH3:27])=[O:24])[CH2:18]2)[CH:5]=[CH:4][CH:3]=1.O1[CH2:35][CH2:34][N:33]([C:36]([O:38][CH3:39])=[O:37])S1(=O)=O, predict the reaction product. The product is: [Cl:1][C:2]1[C:7]([C:8]2[CH:13]=[CH:12][CH:11]=[C:10]([CH2:14][CH3:15])[CH:9]=2)=[C:6]([C@H:16]([O:30][CH2:35][CH2:34][NH:33][C:36]([O:38][CH3:39])=[O:37])[C@@H:17]2[O:22][CH2:21][CH2:20][N:19]([C:23]([O:25][C:26]([CH3:29])([CH3:28])[CH3:27])=[O:24])[CH2:18]2)[CH:5]=[CH:4][CH:3]=1.